From a dataset of Catalyst prediction with 721,799 reactions and 888 catalyst types from USPTO. Predict which catalyst facilitates the given reaction. (1) Reactant: [F:1][C:2]([F:49])([F:48])[C:3]1[CH:4]=[C:5]([CH:41]=[C:42]([C:44]([F:47])([F:46])[F:45])[CH:43]=1)[C:6]([N:8]1[CH2:12][C@@:11]([CH2:20][CH2:21][N:22]2[CH2:27][CH2:26][C:25]3([C:35]4[C:30](=[CH:31][CH:32]=[CH:33][CH:34]=4)[CH2:29][C@@H:28]3[O:36][CH2:37][C:38](O)=[O:39])[CH2:24][CH2:23]2)([C:13]2[CH:18]=[CH:17][C:16]([F:19])=[CH:15][CH:14]=2)[O:10][CH2:9]1)=[O:7].C(N(CC)CC)C.C(Cl)(=O)C(C)(C)C.[CH3:64][NH:65][CH2:66][CH2:67][CH2:68][CH2:69][OH:70].C(=O)([O-])O.[Na+]. Product: [F:49][C:2]([F:48])([F:1])[C:3]1[CH:4]=[C:5]([CH:41]=[C:42]([C:44]([F:46])([F:47])[F:45])[CH:43]=1)[C:6]([N:8]1[CH2:12][C@@:11]([CH2:20][CH2:21][N:22]2[CH2:27][CH2:26][C:25]3([C:35]4[C:30](=[CH:31][CH:32]=[CH:33][CH:34]=4)[CH2:29][C@@H:28]3[O:36][CH2:37][C:38]([N:65]([CH2:66][CH2:67][CH2:68][CH2:69][OH:70])[CH3:64])=[O:39])[CH2:24][CH2:23]2)([C:13]2[CH:18]=[CH:17][C:16]([F:19])=[CH:15][CH:14]=2)[O:10][CH2:9]1)=[O:7]. The catalyst class is: 96. (2) Reactant: [NH:1]1[C:5]2[CH2:6][CH2:7][CH2:8][CH2:9][C:4]=2[N:3]=[C:2]1[CH2:10][C:11]#[N:12].O=[C:14]1[CH2:18][CH2:17][CH2:16][CH:15]1[C:19](OC)=[O:20].C([O-])(=O)C.[NH4+]. Product: [OH:20][C:19]1[N:3]2[C:2](=[N:1][C:5]3[CH2:6][CH2:7][CH2:8][CH2:9][C:4]=32)[C:10]([C:11]#[N:12])=[C:14]2[CH2:18][CH2:17][CH2:16][C:15]=12. The catalyst class is: 6.